Regression. Given a peptide amino acid sequence and an MHC pseudo amino acid sequence, predict their binding affinity value. This is MHC class I binding data. From a dataset of Peptide-MHC class I binding affinity with 185,985 pairs from IEDB/IMGT. The peptide sequence is FPGDKTSYWV. The MHC is HLA-B54:01 with pseudo-sequence HLA-B54:01. The binding affinity (normalized) is 0.845.